From a dataset of Experimentally validated miRNA-target interactions with 360,000+ pairs, plus equal number of negative samples. Binary Classification. Given a miRNA mature sequence and a target amino acid sequence, predict their likelihood of interaction. (1) The miRNA is hsa-miR-149-5p with sequence UCUGGCUCCGUGUCUUCACUCCC. The protein sequence of the target gene is MDEDNLETALQTYRAQLQQVELALGAGLDASEQADLRQLQGDLKELIELTEASLLSVRKSKLLSTVDQESPAQEDAEYLAFQKAIAEEVEAPGAPCNDSETAPGSEVQPGSTSSALEEEEEDPDLEELSGAKVNAPYYSAWGTLEYHNAMVVGAEEAEDGSACVRVLYLYPTHKSLKPCPFFLEGKCRFKENCRFSHGQVVSVDELRPFQDPDLSLLQTGSACLAKHQDGLWHPARITDVDNGYYTVKFDSLLLKEAVVEGDSILPPLRTEATESSDSDTGDASDSSYARVVEPSTVDTG.... Result: 0 (no interaction). (2) The miRNA is hsa-miR-33a-3p with sequence CAAUGUUUCCACAGUGCAUCAC. The protein sequence of the target gene is MANQVNGNAVQLKEEEEPMDTSSVTHTEHYKTLIEAGLPQKVAERLDEIFQTGLVAYVDLDERAIDALREFNEEGALSVLQQFKESDLSHVQNKSAFLCGVMKTYRQREKQGSKVQESTKGPDEAKIKALLERTGYTLDVTTGQRKYGGPPPDSVYSGVQPGIGTEVFVGKIPRDLYEDELVPLFEKAGPIWDLRLMMDPLSGQNRGYAFITFCGKEAAQEAVKLCDSYEIRPGKHLGVCISVANNRLFVGSIPKNKTKENILEEFSKVTEGLVDVILYHQPDDKKKNRGFCFLEYEDHK.... Result: 1 (interaction).